This data is from Full USPTO retrosynthesis dataset with 1.9M reactions from patents (1976-2016). The task is: Predict the reactants needed to synthesize the given product. (1) Given the product [NH2:1][C:2]1[CH:11]=[CH:10][C:9]([C:12]([C:14]2[N:22]3[C:17]([CH:18]=[CH:19][CH:20]=[CH:21]3)=[C:16]([C:37]3[CH:36]=[CH:35][CH:34]=[C:33]([O:32][CH2:31][C:30]([O:29][C:25]([CH3:28])([CH3:27])[CH3:26])=[O:48])[CH:38]=3)[C:15]=2[CH3:24])=[O:13])=[CH:8][C:3]=1[C:4]([O:6][CH3:7])=[O:5], predict the reactants needed to synthesize it. The reactants are: [NH2:1][C:2]1[CH:11]=[CH:10][C:9]([C:12]([C:14]2[N:22]3[C:17]([CH:18]=[CH:19][CH:20]=[CH:21]3)=[C:16](Br)[C:15]=2[CH3:24])=[O:13])=[CH:8][C:3]=1[C:4]([O:6][CH3:7])=[O:5].[C:25]([O:29][C:30](=[O:48])[CH2:31][O:32][C:33]1[CH:38]=[CH:37][CH:36]=[C:35](B2OC(C)(C)C(C)(C)O2)[CH:34]=1)([CH3:28])([CH3:27])[CH3:26].P([O-])([O-])([O-])=O.[K+].[K+].[K+]. (2) Given the product [F:51][C:2]([F:1])([F:50])[C:3]1[CH:4]=[C:5]([CH:43]=[C:44]([C:46]([F:49])([F:48])[F:47])[CH:45]=1)[CH2:6][N:7]([CH2:25][C:26]1[CH:31]=[C:30]([C:32]([F:35])([F:34])[F:33])[CH:29]=[CH:28][C:27]=1[N:36]([CH2:41][CH3:42])[CH2:37][CH2:38][O:39][CH3:40])[C:8]1[N:13]=[CH:12][C:11]([N:14]2[CH2:15][CH2:16][CH:17]([C:20]([OH:22])=[O:21])[CH2:18][CH2:19]2)=[CH:10][N:9]=1, predict the reactants needed to synthesize it. The reactants are: [F:1][C:2]([F:51])([F:50])[C:3]1[CH:4]=[C:5]([CH:43]=[C:44]([C:46]([F:49])([F:48])[F:47])[CH:45]=1)[CH2:6][N:7]([CH2:25][C:26]1[CH:31]=[C:30]([C:32]([F:35])([F:34])[F:33])[CH:29]=[CH:28][C:27]=1[N:36]([CH2:41][CH3:42])[CH2:37][CH2:38][O:39][CH3:40])[C:8]1[N:13]=[CH:12][C:11]([N:14]2[CH2:19][CH2:18][CH:17]([C:20]([O:22]CC)=[O:21])[CH2:16][CH2:15]2)=[CH:10][N:9]=1.[OH-].[Na+].C(OCC)(=O)C. (3) Given the product [Cl:1][C:2]1[CH:7]=[C:6]([Cl:8])[N:5]=[C:4]([I:10])[N:3]=1, predict the reactants needed to synthesize it. The reactants are: [Cl:1][C:2]1[CH:7]=[C:6]([Cl:8])[N:5]=[C:4](N)[N:3]=1.[I:10]CI.N(OCCC(C)C)=O. (4) Given the product [Cl:31][C:22]1[N:23]=[C:24]([N:25]2[CH2:30][CH2:29][O:28][CH2:27][CH2:26]2)[C:19]2[S:18][C:17]([CH2:16][N:12]3[CH2:11][CH2:10][N:33]([C:39]([CH3:44])([CH3:43])[C:40]([NH2:42])=[O:41])[CH2:14][CH2:13]3)=[N:32][C:20]=2[N:21]=1, predict the reactants needed to synthesize it. The reactants are: C(OC(N1C[CH:14]2[CH:10]([CH2:11][N:12]([CH2:16][C:17]3[S:18][C:19]4[C:24]([N:25]5[CH2:30][CH2:29][O:28][CH2:27][CH2:26]5)=[N:23][C:22]([Cl:31])=[N:21][C:20]=4[N:32]=3)[CH2:13]2)C1)=O)(C)(C)C.[N:33]1([C:39]([CH3:44])([CH3:43])[C:40]([NH2:42])=[O:41])CCNCC1. (5) Given the product [F:14][CH2:13][CH:10]([O:9][C:8]1[CH:7]=[CH:6][C:5]([C:15]2[O:19][N:18]=[C:17]([C:20]3[CH:37]=[CH:36][C:23]4[CH2:24][CH2:25][NH:26][CH2:27][CH2:28][C:22]=4[CH:21]=3)[N:16]=2)=[CH:4][C:3]=1[C:1]#[N:2])[CH2:11][F:12], predict the reactants needed to synthesize it. The reactants are: [C:1]([C:3]1[CH:4]=[C:5]([C:15]2[O:19][N:18]=[C:17]([C:20]3[CH:37]=[CH:36][C:23]4[CH2:24][CH2:25][N:26](C(OC(C)(C)C)=O)[CH2:27][CH2:28][C:22]=4[CH:21]=3)[N:16]=2)[CH:6]=[CH:7][C:8]=1[O:9][CH:10]([CH2:13][F:14])[CH2:11][F:12])#[N:2].FC(F)(F)C(O)=O. (6) Given the product [NH2:21][C:18]1[CH:17]=[CH:16][C:15]([C:13]2[N:12]=[C:11]([NH:24][CH:25]3[CH2:30][CH2:29][O:28][CH2:27][CH2:26]3)[CH:10]=[C:9]([N:8]3[CH:1]4[CH2:7][CH2:6][CH:5]3[CH2:4][O:3][CH2:2]4)[N:14]=2)=[CH:20][CH:19]=1, predict the reactants needed to synthesize it. The reactants are: [CH:1]12[N:8]([C:9]3[N:14]=[C:13]([C:15]4[CH:20]=[CH:19][C:18]([N+:21]([O-])=O)=[CH:17][CH:16]=4)[N:12]=[C:11]([NH:24][CH:25]4[CH2:30][CH2:29][O:28][CH2:27][CH2:26]4)[CH:10]=3)[CH:5]([CH2:6][CH2:7]1)[CH2:4][O:3][CH2:2]2. (7) Given the product [Br:1][C:2]1[CH:7]=[CH:6][CH:5]=[CH:4][C:3]=1[S:8]([C:11]([CH3:15])([CH3:12])[C:16]([NH2:18])=[O:17])(=[O:10])=[O:9], predict the reactants needed to synthesize it. The reactants are: [Br:1][C:2]1[CH:7]=[CH:6][CH:5]=[CH:4][C:3]=1[S:8]([C:11]1([C:16]([NH2:18])=[O:17])[CH2:15]CC[CH2:12]1)(=[O:10])=[O:9].BrC1C=CC=CC=1S(C(C)(C)C#N)(=O)=O. (8) Given the product [C:16]1([CH2:15][CH2:14][CH2:13][CH2:12][CH2:11][CH2:10][C:9]([C:22]2[O:23][C:24]([C:27](=[O:32])[C:28]([F:31])([F:29])[F:30])=[CH:25][N:26]=2)=[O:8])[CH:21]=[CH:20][CH:19]=[CH:18][CH:17]=1, predict the reactants needed to synthesize it. The reactants are: [Si]([O:8][CH:9]([C:22]1[O:23][C:24]([C:27](=[O:32])[C:28]([F:31])([F:30])[F:29])=[CH:25][N:26]=1)[CH2:10][CH2:11][CH2:12][CH2:13][CH2:14][CH2:15][C:16]1[CH:21]=[CH:20][CH:19]=[CH:18][CH:17]=1)(C(C)(C)C)(C)C.[Si](OC(C1OC=CN=1)CCCCCCC1C=CC=CC=1)(C(C)(C)C)(C)C.CN(C)C(=O)C(F)(F)F. (9) The reactants are: C([O:3][P:4]([C:9]1[C:13]([P:14]([O:19]CC)([O:16]CC)=[O:15])=[C:12]([C:22]2[S:23][C:24]([C:27]3[S:28][CH:29]=[CH:30][CH:31]=3)=[CH:25][CH:26]=2)[S:11][C:10]=1[C:32]1[S:36][C:35]([C:37]2[S:38][CH:39]=[CH:40][CH:41]=2)=[CH:34][CH:33]=1)([O:6]CC)=[O:5])C.I[Si](C)(C)C. Given the product [P:4]([C:9]1[C:13]([P:14]([OH:19])([OH:16])=[O:15])=[C:12]([C:22]2[S:23][C:24]([C:27]3[S:28][CH:29]=[CH:30][CH:31]=3)=[CH:25][CH:26]=2)[S:11][C:10]=1[C:32]1[S:36][C:35]([C:37]2[S:38][CH:39]=[CH:40][CH:41]=2)=[CH:34][CH:33]=1)([OH:5])([OH:6])=[O:3], predict the reactants needed to synthesize it.